From a dataset of Full USPTO retrosynthesis dataset with 1.9M reactions from patents (1976-2016). Predict the reactants needed to synthesize the given product. (1) Given the product [Cl:24][C:25]1[CH:30]=[CH:29][C:28]([S:31]([NH:1][C:2]2[CH:7]=[N:6][CH:5]=[C:4]([C:8]3[S:12][C:11]([C:13]4[CH:14]=[C:15]5[C:19](=[CH:20][CH:21]=4)[C:18](=[O:22])[N:17]([CH3:23])[CH2:16]5)=[CH:10][CH:9]=3)[CH:3]=2)(=[O:33])=[O:32])=[CH:27][CH:26]=1, predict the reactants needed to synthesize it. The reactants are: [NH2:1][C:2]1[CH:3]=[C:4]([C:8]2[S:12][C:11]([C:13]3[CH:14]=[C:15]4[C:19](=[CH:20][CH:21]=3)[C:18](=[O:22])[N:17]([CH3:23])[CH2:16]4)=[CH:10][CH:9]=2)[CH:5]=[N:6][CH:7]=1.[Cl:24][C:25]1[CH:30]=[CH:29][C:28]([S:31](Cl)(=[O:33])=[O:32])=[CH:27][CH:26]=1. (2) Given the product [CH2:41]([C:11]([O:17][C:18]1[CH:40]=[CH:39][C:21]2[C:22]3[N:26]([CH2:27][CH2:28][O:29][C:20]=2[CH:19]=1)[CH:25]=[C:24]([C:30]1[N:31]([CH:36]([CH3:38])[CH3:37])[N:32]=[C:33]([CH3:35])[N:34]=1)[N:23]=3)([CH2:12][OH:13])[CH2:10][OH:9])[CH:42]([CH3:44])[CH3:43], predict the reactants needed to synthesize it. The reactants are: [H-].[H-].[H-].[H-].[Li+].[Al+3].C([O:9][C:10](=O)[C:11]([CH2:41][CH:42]([CH3:44])[CH3:43])([O:17][C:18]1[CH:40]=[CH:39][C:21]2[C:22]3[N:26]([CH2:27][CH2:28][O:29][C:20]=2[CH:19]=1)[CH:25]=[C:24]([C:30]1[N:31]([CH:36]([CH3:38])[CH3:37])[N:32]=[C:33]([CH3:35])[N:34]=1)[N:23]=3)[C:12](OCC)=[O:13])C.CCOC(C)=O.[C@H](O)(C([O-])=O)[C@@H](O)C([O-])=O.[Na+].[K+]. (3) Given the product [NH2:10][CH2:13][CH2:14][O:15][C:16]([C@:18]1([F:38])[C@@H:23]2[C@H:19]1[CH2:20][C@@H:21]([O:28][CH2:29][C:30]1[CH:35]=[CH:34][C:33]([Cl:36])=[C:32]([Cl:37])[CH:31]=1)[C@@:22]2([NH2:27])[C:24]([OH:26])=[O:25])=[O:17], predict the reactants needed to synthesize it. The reactants are: CP(C)C.O1CCCC1.[N:10]([CH2:13][CH2:14][O:15][C:16]([C@:18]1([F:38])[C@@H:23]2[C@H:19]1[CH2:20][C@@H:21]([O:28][CH2:29][C:30]1[CH:35]=[CH:34][C:33]([Cl:36])=[C:32]([Cl:37])[CH:31]=1)[C@@:22]2([NH2:27])[C:24]([OH:26])=[O:25])=[O:17])=[N+]=[N-]. (4) Given the product [NH2:22][C:19]1[CH:20]=[CH:21][C:16]([O:15][C:9]2[C:8]3[C:13](=[CH:14][C:5]([O:4][CH2:3][C:2]([CH3:25])([OH:26])[CH3:1])=[CH:6][CH:7]=3)[N:12]=[CH:11][CH:10]=2)=[CH:17][CH:18]=1, predict the reactants needed to synthesize it. The reactants are: [CH3:1][C:2]([OH:26])([CH3:25])[CH2:3][O:4][C:5]1[CH:14]=[C:13]2[C:8]([C:9]([O:15][C:16]3[CH:21]=[CH:20][C:19]([N+:22]([O-])=O)=[CH:18][CH:17]=3)=[CH:10][CH:11]=[N:12]2)=[CH:7][CH:6]=1.C(O[K])=O. (5) Given the product [OH:47][CH2:46][C:27]1[C:28]([N:32]2[CH2:33][CH2:34][C:35]3[C:36]4[CH2:37][CH2:38][CH2:39][CH2:40][C:41]=4[S:42][C:43]=3[C:44]2=[O:45])=[N:29][CH:30]=[CH:31][C:26]=1[C:4]1[CH:5]=[C:6]([NH:9][C:10]2[CH:15]=[CH:14][C:13]([N:16]3[CH2:17][CH2:18][N:19]([CH:22]4[CH2:25][O:24][CH2:23]4)[CH2:20][CH2:21]3)=[CH:12][N:11]=2)[C:7](=[O:8])[N:2]([CH3:1])[CH:3]=1, predict the reactants needed to synthesize it. The reactants are: [CH3:1][N:2]1[C:7](=[O:8])[C:6]([NH:9][C:10]2[CH:15]=[CH:14][C:13]([N:16]3[CH2:21][CH2:20][N:19]([CH:22]4[CH2:25][O:24][CH2:23]4)[CH2:18][CH2:17]3)=[CH:12][N:11]=2)=[CH:5][C:4]([C:26]2[CH:31]=[CH:30][N:29]=[C:28]([N:32]3[C:44](=[O:45])[C:43]4[S:42][C:41]5[CH2:40][CH2:39][CH2:38][CH2:37][C:36]=5[C:35]=4[CH2:34][CH2:33]3)[C:27]=2[CH:46]=[O:47])=[CH:3]1.[BH4-].[Na+]. (6) Given the product [Cl:36][C:32]1[CH:31]=[C:30]([CH:35]=[CH:34][CH:33]=1)[CH2:29][C:24]1[N:25]([CH2:26][O:27][CH3:28])[C:21]([C:18]2[CH:17]=[CH:16][C:15]([S:13][Si:6]([CH:7]([CH3:9])[CH3:8])([CH:10]([CH3:12])[CH3:11])[CH:3]([CH3:5])[CH3:4])=[CH:20][CH:19]=2)=[N:22][N:23]=1.[Cl:36][C:32]1[CH:31]=[C:30]([CH:35]=[CH:34][CH:33]=1)[CH2:29][C:24]1[N:25]=[C:21]([C:18]2[CH:17]=[CH:16][C:15]([S:13][Si:6]([CH:7]([CH3:9])[CH3:8])([CH:10]([CH3:12])[CH3:11])[CH:3]([CH3:5])[CH3:4])=[CH:20][CH:19]=2)[N:22]([CH2:58][O:59][CH3:60])[N:23]=1, predict the reactants needed to synthesize it. The reactants are: [H-].[Na+].[CH:3]([Si:6]([SH:13])([CH:10]([CH3:12])[CH3:11])[CH:7]([CH3:9])[CH3:8])([CH3:5])[CH3:4].Br[C:15]1[CH:20]=[CH:19][C:18]([C:21]2[N:25]([CH2:26][O:27][CH3:28])[C:24]([CH2:29][C:30]3[CH:35]=[CH:34][CH:33]=[C:32]([Cl:36])[CH:31]=3)=[N:23][N:22]=2)=[CH:17][CH:16]=1.C1(P(C2C=CC=CC=2)C2C=CC=CC=2)C=CC=CC=1.C1[CH2:60][O:59][CH2:58]C1.